Dataset: Catalyst prediction with 721,799 reactions and 888 catalyst types from USPTO. Task: Predict which catalyst facilitates the given reaction. (1) Reactant: [CH3:1][O:2][C:3]1[C:4]2[CH2:5][C:6]3[CH2:10][N:9]([C@@H:11]([CH2:15][CH:16]4[CH2:21][CH2:20][CH2:19][CH2:18][CH2:17]4)[C:12](O)=[O:13])[C:8](=[O:22])[C:7]=3[O:23][C:24]=2[CH:25]=[CH:26][CH:27]=1.[CH3:28][O:29][C:30](=[O:38])[C:31]1[CH:36]=[CH:35][C:34]([NH2:37])=[N:33][CH:32]=1.ON1C2C=CC=CC=2N=N1. Product: [CH3:28][O:29][C:30](=[O:38])[C:31]1[CH:36]=[CH:35][C:34]([NH:37][C:12](=[O:13])[C@@H:11]([N:9]2[CH2:10][C:6]3[CH2:5][C:4]4[C:3]([O:2][CH3:1])=[CH:27][CH:26]=[CH:25][C:24]=4[O:23][C:7]=3[C:8]2=[O:22])[CH2:15][CH:16]2[CH2:17][CH2:18][CH2:19][CH2:20][CH2:21]2)=[N:33][CH:32]=1. The catalyst class is: 34. (2) Reactant: [CH:1]([CH:14]1[CH2:19][CH2:18][CH:17]=[CH:16][O:15]1)([C:8]1[CH:13]=[CH:12][CH:11]=[CH:10][CH:9]=1)[C:2]1[CH:7]=[CH:6][CH:5]=[CH:4][CH:3]=1.[OH-:20].[Na+].OO. Product: [CH:1]([C@@H:14]1[O:15][CH2:16][C@@H:17]([OH:20])[CH2:18][CH2:19]1)([C:8]1[CH:9]=[CH:10][CH:11]=[CH:12][CH:13]=1)[C:2]1[CH:7]=[CH:6][CH:5]=[CH:4][CH:3]=1. The catalyst class is: 554.